From a dataset of Forward reaction prediction with 1.9M reactions from USPTO patents (1976-2016). Predict the product of the given reaction. (1) Given the reactants [CH3:1][N:2]1[C:14]2[CH2:13][CH2:12][CH:11]([CH:15]3[CH2:20][CH2:19][O:18][CH2:17][CH2:16]3)[CH2:10][C:9]=2[C:8]2[C:3]1=[CH:4][CH:5]=[C:6]([C:21](O)=[O:22])[CH:7]=2.CN(C(ON1N=NC2C=CC=NC1=2)=[N+](C)C)C.F[P-](F)(F)(F)(F)F.[Cl-].[CH2:49]([NH2+:51][CH2:52][C:53]([O:55][CH3:56])=[O:54])[CH3:50].C(N(CC)C(C)C)(C)C, predict the reaction product. The product is: [CH2:49]([N:51]([C:21]([C:6]1[CH:7]=[C:8]2[C:3](=[CH:4][CH:5]=1)[N:2]([CH3:1])[C:14]1[CH2:13][CH2:12][CH:11]([CH:15]3[CH2:20][CH2:19][O:18][CH2:17][CH2:16]3)[CH2:10][C:9]2=1)=[O:22])[CH2:52][C:53]([O:55][CH3:56])=[O:54])[CH3:50]. (2) The product is: [F:7][C:8]1[CH:13]=[C:12]([F:14])[CH:11]=[CH:10][C:9]=1[N:5]1[CH:6]=[C:2]([C:26]2[CH:27]=[CH:28][C:29]3[CH2:36][C@H:35]4[C@:37]5([CH2:41][N:40]([CH2:42][C:43]([F:46])([F:45])[F:44])[S:39](=[O:47])(=[O:48])[NH:38]5)[C@H:32]([CH2:33][CH2:34]4)[CH2:31][C:30]=3[CH:49]=2)[N:3]=[CH:4]1. Given the reactants Br[C:2]1[N:3]=[CH:4][NH:5][CH:6]=1.[F:7][C:8]1[CH:13]=[C:12]([F:14])[CH:11]=[CH:10][C:9]=1B(O)O.CC1(C)C(C)(C)OB([C:26]2[CH:27]=[CH:28][C:29]3[CH2:36][C@H:35]4[C@:37]5([CH2:41][N:40]([CH2:42][C:43]([F:46])([F:45])[F:44])[S:39](=[O:48])(=[O:47])[NH:38]5)[C@H:32]([CH2:33][CH2:34]4)[CH2:31][C:30]=3[CH:49]=2)O1, predict the reaction product. (3) Given the reactants Br[C:2]1[CH:9]=[CH:8][C:5]([C:6]#[N:7])=[C:4]([O:10][CH:11]2[CH2:13][CH2:12]2)[CH:3]=1.[Li+].[Cl-].[CH2:16]([Sn](CCCC)(CCCC)CCCC)[CH:17]=[CH2:18], predict the reaction product. The product is: [CH2:18]([C:2]1[CH:9]=[CH:8][C:5]([C:6]#[N:7])=[C:4]([O:10][CH:11]2[CH2:13][CH2:12]2)[CH:3]=1)[CH:17]=[CH2:16]. (4) Given the reactants [NH2:1][C:2]1[CH:18]=[CH:17][C:5]([C:6]([N:8]([CH2:10][CH:11]2[CH2:16][CH2:15][CH2:14][CH2:13][CH2:12]2)[CH3:9])=[O:7])=[CH:4][CH:3]=1.CN1CCOCC1.Cl[C:27]([O:29][CH2:30][CH:31]=[CH2:32])=[O:28], predict the reaction product. The product is: [CH2:30]([O:29][C:27](=[O:28])[NH:1][C:2]1[CH:18]=[CH:17][C:5]([C:6](=[O:7])[N:8]([CH2:10][CH:11]2[CH2:12][CH2:13][CH2:14][CH2:15][CH2:16]2)[CH3:9])=[CH:4][CH:3]=1)[CH:31]=[CH2:32].